This data is from Catalyst prediction with 721,799 reactions and 888 catalyst types from USPTO. The task is: Predict which catalyst facilitates the given reaction. (1) Reactant: [CH3:1][C:2]([C:4]1[CH:9]=[C:8]([O:10][CH3:11])[CH:7]=[CH:6][C:5]=1[OH:12])=[O:3].[CH2:13]([O:20][C:21]1[CH:30]=[C:29]2[C:24]([C:25](Cl)=[CH:26][CH:27]=[N:28]2)=[CH:23][C:22]=1[O:32][CH3:33])[C:14]1[CH:19]=[CH:18][CH:17]=[CH:16][CH:15]=1. Product: [CH2:13]([O:20][C:21]1[CH:30]=[C:29]2[C:24]([C:25]([O:12][C:5]3[CH:6]=[CH:7][C:8]([O:10][CH3:11])=[CH:9][C:4]=3[C:2](=[O:3])[CH3:1])=[CH:26][CH:27]=[N:28]2)=[CH:23][C:22]=1[O:32][CH3:33])[C:14]1[CH:15]=[CH:16][CH:17]=[CH:18][CH:19]=1. The catalyst class is: 420. (2) Reactant: Br[C:2]1[CH:7]=[C:6]([N+:8]([O-:10])=[O:9])[CH:5]=[CH:4][C:3]=1[S:11]([CH:14]([CH3:16])[CH3:15])(=[O:13])=[O:12].[C:17]([O:21][C:22]([N:24]1[CH:28]=[CH:27][CH:26]=[C:25]1B(O)O)=[O:23])([CH3:20])([CH3:19])[CH3:18].C(=O)([O-])[O-].[Na+].[Na+]. Product: [CH:14]([S:11]([C:3]1[CH:4]=[CH:5][C:6]([N+:8]([O-:10])=[O:9])=[CH:7][C:2]=1[C:25]1[N:24]([C:22]([O:21][C:17]([CH3:20])([CH3:19])[CH3:18])=[O:23])[CH:28]=[CH:27][CH:26]=1)(=[O:13])=[O:12])([CH3:16])[CH3:15]. The catalyst class is: 104. (3) Reactant: C[CH2:2][N:3]=C=NCCCN(C)C.[C:12]([CH2:15][C:16]1[CH:21]=[C:20]([F:22])[CH:19]=[CH:18][C:17]=1[S:23]([NH:26][C:27]1[C:36]([C:37]([O:39][CH3:40])=[O:38])=[C:35]2[C:30]([CH:31]3[CH2:41][CH:32]3[CH2:33][O:34]2)=[CH:29][CH:28]=1)(=[O:25])=[O:24])(O)=[O:13].Cl.Cl.[CH2:44]([N:46]1[CH2:50][CH2:49][C@H:48](NC)[CH2:47]1)[CH3:45].C(N(CC)CC)C. Product: [CH2:44]([N:46]1[CH2:50][CH2:49][C@@H:48]([CH2:2][NH:3][C:12]([CH2:15][C:16]2[CH:21]=[C:20]([F:22])[CH:19]=[CH:18][C:17]=2[S:23]([NH:26][C:27]2[C:36]([C:37]([O:39][CH3:40])=[O:38])=[C:35]3[C:30]([CH:31]4[CH2:41][CH:32]4[CH2:33][O:34]3)=[CH:29][CH:28]=2)(=[O:24])=[O:25])=[O:13])[CH2:47]1)[CH3:45]. The catalyst class is: 2. (4) Reactant: [CH:1]1[C:2]2[N:3]([CH:12]=[CH:13][CH:14]=2)[CH:4]=[C:5]([C:7]([O:9][CH2:10][CH3:11])=[O:8])[N:6]=1.[Br:15]N1C(=O)CCC1=O. Product: [Br:15][C:12]1[N:3]2[CH:4]=[C:5]([C:7]([O:9][CH2:10][CH3:11])=[O:8])[N:6]=[CH:1][C:2]2=[CH:14][CH:13]=1. The catalyst class is: 2. (5) Reactant: [CH2:1]([O:3][C:4]([N:6]1[CH2:11][CH2:10][N:9]([C:12](=[O:55])[C@@H:13]([NH:22][C:23]([C:25]2[CH:29]=[C:28]([O:30][CH2:31][C:32]([N:34]3[CH2:38][CH2:37][CH2:36][C@H:35]3[C:39]([O:41]CC3C=CC=CC=3)=[O:40])=[O:33])[N:27]([C:49]3[CH:54]=[CH:53][CH:52]=[CH:51][CH:50]=3)[N:26]=2)=[O:24])[CH2:14][C:15]([O:17][C:18]([CH3:21])([CH3:20])[CH3:19])=[O:16])[CH2:8][CH2:7]1)=[O:5])[CH3:2]. Product: [CH2:1]([O:3][C:4]([N:6]1[CH2:7][CH2:8][N:9]([C:12](=[O:55])[C@@H:13]([NH:22][C:23]([C:25]2[CH:29]=[C:28]([O:30][CH2:31][C:32]([N:34]3[CH2:38][CH2:37][CH2:36][C@H:35]3[C:39]([OH:41])=[O:40])=[O:33])[N:27]([C:49]3[CH:54]=[CH:53][CH:52]=[CH:51][CH:50]=3)[N:26]=2)=[O:24])[CH2:14][C:15]([O:17][C:18]([CH3:21])([CH3:20])[CH3:19])=[O:16])[CH2:10][CH2:11]1)=[O:5])[CH3:2]. The catalyst class is: 13. (6) Reactant: Br[C:2]1[CH:7]=[CH:6][CH:5]=[CH:4][CH:3]=1.Br[C:9]1[CH:14]=[CH:13][CH:12]=[CH:11][CH:10]=1.C1COCC1.II.C[O:23][C:24](=O)[C@H:25]([CH:34]([CH3:36])[CH3:35])[NH:26][C:27]([O:29][C:30]([CH3:33])([CH3:32])[CH3:31])=[O:28].[NH4+].[Cl-]. Product: [C:27]([NH:26][C@@H:25]([CH:34]([CH3:36])[CH3:35])[C:24]([C:9]1[CH:14]=[CH:13][CH:12]=[CH:11][CH:10]=1)([C:2]1[CH:7]=[CH:6][CH:5]=[CH:4][CH:3]=1)[OH:23])([O:29][C:30]([CH3:31])([CH3:32])[CH3:33])=[O:28]. The catalyst class is: 1. (7) Reactant: [ClH:1].CCOC(C)=O.[C:8]1([C:14]2[N:19]=[C:18]3[N:20]4[C:26]([C:27]5[CH:32]=[N:31][CH:30]=[CH:29][N:28]=5)=[N:25][N:24]=[C:21]4[CH:22]=[CH:23][C:17]3=[N:16][C:15]=2[C:33]2[CH:38]=[CH:37][C:36]([C:39]3([NH:43]C(=O)OC(C)(C)C)[CH2:42][CH2:41][CH2:40]3)=[CH:35][CH:34]=2)[CH:13]=[CH:12][CH:11]=[CH:10][CH:9]=1. Product: [ClH:1].[C:8]1([C:14]2[N:19]=[C:18]3[N:20]4[C:26]([C:27]5[CH:32]=[N:31][CH:30]=[CH:29][N:28]=5)=[N:25][N:24]=[C:21]4[CH:22]=[CH:23][C:17]3=[N:16][C:15]=2[C:33]2[CH:34]=[CH:35][C:36]([C:39]3([NH2:43])[CH2:42][CH2:41][CH2:40]3)=[CH:37][CH:38]=2)[CH:9]=[CH:10][CH:11]=[CH:12][CH:13]=1. The catalyst class is: 100.